This data is from NCI-60 drug combinations with 297,098 pairs across 59 cell lines. The task is: Regression. Given two drug SMILES strings and cell line genomic features, predict the synergy score measuring deviation from expected non-interaction effect. (1) Drug 1: CC(C1=C(C=CC(=C1Cl)F)Cl)OC2=C(N=CC(=C2)C3=CN(N=C3)C4CCNCC4)N. Drug 2: C(CN)CNCCSP(=O)(O)O. Cell line: SNB-19. Synergy scores: CSS=6.69, Synergy_ZIP=0.105, Synergy_Bliss=3.07, Synergy_Loewe=-4.47, Synergy_HSA=1.20. (2) Drug 1: CC1OCC2C(O1)C(C(C(O2)OC3C4COC(=O)C4C(C5=CC6=C(C=C35)OCO6)C7=CC(=C(C(=C7)OC)O)OC)O)O. Drug 2: COC1=CC(=CC(=C1O)OC)C2C3C(COC3=O)C(C4=CC5=C(C=C24)OCO5)OC6C(C(C7C(O6)COC(O7)C8=CC=CS8)O)O. Cell line: COLO 205. Synergy scores: CSS=76.6, Synergy_ZIP=7.32, Synergy_Bliss=5.87, Synergy_Loewe=9.15, Synergy_HSA=11.8. (3) Drug 1: C1=NC2=C(N1)C(=S)N=C(N2)N. Drug 2: CN(C(=O)NC(C=O)C(C(C(CO)O)O)O)N=O. Cell line: UACC62. Synergy scores: CSS=32.1, Synergy_ZIP=-4.91, Synergy_Bliss=-3.63, Synergy_Loewe=-3.01, Synergy_HSA=-0.891.